From a dataset of Catalyst prediction with 721,799 reactions and 888 catalyst types from USPTO. Predict which catalyst facilitates the given reaction. Reactant: Br[CH2:2][CH2:3][CH2:4][C:5]([O:7][CH2:8][CH3:9])=[O:6].C(=O)([O-])[O-].[K+].[K+].[F:16][C:17]1[CH:18]=[C:19]([CH:22]=[CH:23][C:24]=1[OH:25])[CH:20]=[O:21].C(=O)([O-])O.[Na+]. Product: [CH2:8]([O:7][C:5]([CH2:4][CH2:3][CH2:2][O:25][C:24]1[CH:23]=[CH:22][C:19]([CH:20]=[O:21])=[CH:18][C:17]=1[F:16])=[O:6])[CH3:9]. The catalyst class is: 3.